Dataset: Forward reaction prediction with 1.9M reactions from USPTO patents (1976-2016). Task: Predict the product of the given reaction. Given the reactants [CH3:1][O:2][C:3]([C:5]1[CH:10]=[CH:9][C:8]([CH3:11])=[CH:7][N+:6]=1[O-])=[O:4].P(Cl)(Cl)([Cl:15])=O, predict the reaction product. The product is: [Cl:15][C:7]1[N:6]=[C:5]([C:3]([O:2][CH3:1])=[O:4])[CH:10]=[CH:9][C:8]=1[CH3:11].